Dataset: Forward reaction prediction with 1.9M reactions from USPTO patents (1976-2016). Task: Predict the product of the given reaction. (1) Given the reactants [H-].[Na+].[O:3]=[C:4]1[CH:11]([C:12]([O:14][CH2:15][CH3:16])=[O:13])[CH2:10][CH2:9][CH2:8][N:7]([C:17]([O:19][C:20]([CH3:23])([CH3:22])[CH3:21])=[O:18])[CH2:6][CH2:5]1.[CH3:24]I.[NH4+].[Cl-], predict the reaction product. The product is: [CH3:24][C:11]1([C:12]([O:14][CH2:15][CH3:16])=[O:13])[CH2:10][CH2:9][CH2:8][N:7]([C:17]([O:19][C:20]([CH3:22])([CH3:21])[CH3:23])=[O:18])[CH2:6][CH2:5][C:4]1=[O:3]. (2) Given the reactants [Cl-].[CH3:2][O:3][C:4]1[CH:11]=[CH:10][CH:9]=[CH:8][C:5]=1[CH2:6][Zn+].C(Cl)Cl.[O:15]1[C:19]2[CH:20]=[CH:21][C:22]([C:24]3([C:27]([NH:29][C:30]4[CH:31]=[N:32][C:33](Br)=[CH:34][CH:35]=4)=[O:28])[CH2:26][CH2:25]3)=[CH:23][C:18]=2[O:17][CH2:16]1.C(N(CC([O-])=O)CC(O)=O)CN(CC([O-])=O)CC(O)=O.[Na+].[Na+].[NH4+].[Cl-], predict the reaction product. The product is: [O:15]1[C:19]2[CH:20]=[CH:21][C:22]([C:24]3([C:27]([NH:29][C:30]4[CH:31]=[N:32][C:33]([CH2:6][C:5]5[CH:8]=[CH:9][CH:10]=[CH:11][C:4]=5[O:3][CH3:2])=[CH:34][CH:35]=4)=[O:28])[CH2:26][CH2:25]3)=[CH:23][C:18]=2[O:17][CH2:16]1.